Dataset: Aqueous solubility values for 9,982 compounds from the AqSolDB database. Task: Regression/Classification. Given a drug SMILES string, predict its absorption, distribution, metabolism, or excretion properties. Task type varies by dataset: regression for continuous measurements (e.g., permeability, clearance, half-life) or binary classification for categorical outcomes (e.g., BBB penetration, CYP inhibition). For this dataset (solubility_aqsoldb), we predict Y. (1) The molecule is CCCSP(=O)(OCC)SCCC. The Y is -2.51 log mol/L. (2) The molecule is Cc1ccc(C2(O)CCN(CCCC(=O)c3ccccc3)CC2)cc1. The Y is -1.62 log mol/L. (3) The compound is CC1(C)CC(O)CC(C)(C)N1[O]. The Y is 0.563 log mol/L. (4) The drug is COC(=O)C(C)c1ccc2cc(OC)ccc2c1. The Y is -4.78 log mol/L. (5) The drug is CN(C)C(=S)SC(=S)N(C)C. The Y is -2.83 log mol/L.